From a dataset of Forward reaction prediction with 1.9M reactions from USPTO patents (1976-2016). Predict the product of the given reaction. (1) Given the reactants [CH3:1][C:2]1([CH2:7][CH:8]=O)OCCO1.[Br:10][C:11]1[CH:12]=[N:13][CH:14]=[C:15]([N+:19]([O-:21])=[O:20])[C:16]=1[NH:17][NH2:18], predict the reaction product. The product is: [Br:10][C:11]1[CH:12]=[N:13][CH:14]=[C:15]([N+:19]([O-:21])=[O:20])[C:16]=1[N:17]1[C:2]([CH3:1])=[CH:7][CH:8]=[N:18]1. (2) Given the reactants [O:1]=[C:2]1[CH2:11][CH2:10][C:9]2[C:4](=[CH:5][C:6]([C:12]#N)=[CH:7][CH:8]=2)[NH:3]1.C(O)=[O:15], predict the reaction product. The product is: [O:1]=[C:2]1[CH2:11][CH2:10][C:9]2[C:4](=[CH:5][C:6]([CH:12]=[O:15])=[CH:7][CH:8]=2)[NH:3]1.